Dataset: Full USPTO retrosynthesis dataset with 1.9M reactions from patents (1976-2016). Task: Predict the reactants needed to synthesize the given product. (1) Given the product [C:18]([O:17][C:15](=[O:16])[NH:14][C@H:12]([C:11](=[O:10])[NH:34][CH2:27][C:28]1[CH:33]=[CH:32][CH:31]=[CH:30][CH:29]=1)[CH3:13])([CH3:19])([CH3:20])[CH3:21], predict the reactants needed to synthesize it. The reactants are: [N+](C1C=CC([O:10][C:11](=O)[C@@H:12]([NH:14][C:15]([O:17][C:18]([CH3:21])([CH3:20])[CH3:19])=[O:16])[CH3:13])=CC=1)([O-])=O.C(=O)([O-])[O-].[CH2:27]([NH2:34])[C:28]1[CH:33]=[CH:32][CH:31]=[CH:30][CH:29]=1. (2) Given the product [F:1][C:2]1[CH:3]=[C:4]([CH:30]=[CH:31][CH:32]=1)[CH2:5][N:6]1[C:14]2[C:9](=[CH:10][C:11]([NH:15][C:16]3[C:21]4[C:22]5[CH2:28][CH2:27][CH2:26][N:25]([C:39](=[O:40])/[CH:38]=[CH:37]/[CH2:36][N:35]([CH3:34])[CH:42]([CH3:44])[CH3:43])[CH2:24][C:23]=5[S:29][C:20]=4[N:19]=[CH:18][N:17]=3)=[CH:12][CH:13]=2)[CH:8]=[N:7]1, predict the reactants needed to synthesize it. The reactants are: [F:1][C:2]1[CH:3]=[C:4]([CH:30]=[CH:31][CH:32]=1)[CH2:5][N:6]1[C:14]2[C:9](=[CH:10][C:11]([NH:15][C:16]3[C:21]4[C:22]5[CH2:28][CH2:27][CH2:26][NH:25][CH2:24][C:23]=5[S:29][C:20]=4[N:19]=[CH:18][N:17]=3)=[CH:12][CH:13]=2)[CH:8]=[N:7]1.Cl.[CH3:34][N:35]([CH:42]([CH3:44])[CH3:43])[CH2:36]/[CH:37]=[CH:38]/[C:39](O)=[O:40]. (3) Given the product [CH3:34][C:35]1[C:40]([C:2]2[CH:3]=[CH:4][C:5]3[O:6][CH2:7][CH2:8][C:9]4[CH:15]=[C:14]([C:16]5[N:20]([C:21]6[CH:26]=[CH:25][C:24]([F:27])=[CH:23][C:22]=6[F:28])[N:19]=[CH:18][N:17]=5)[S:13][C:10]=4[C:11]=3[N:12]=2)=[CH:39][CH:38]=[CH:37][N:36]=1, predict the reactants needed to synthesize it. The reactants are: Cl[C:2]1[CH:3]=[CH:4][C:5]2[O:6][CH2:7][CH2:8][C:9]3[CH:15]=[C:14]([C:16]4[N:20]([C:21]5[CH:26]=[CH:25][C:24]([F:27])=[CH:23][C:22]=5[F:28])[N:19]=[CH:18][N:17]=4)[S:13][C:10]=3[C:11]=2[N:12]=1.C([O-])(=O)C.[K+].[CH3:34][C:35]1[C:40](B(O)O)=[CH:39][CH:38]=[CH:37][N:36]=1. (4) Given the product [C:1]([C:5]1[CH:10]=[CH:9][CH:8]=[CH:7][C:6]=1[N:11]1[CH2:12][CH2:13][N:14]([C:17]([C:19]2[N:20]([CH3:29])[C:21]3[C:26]([CH:27]=2)=[CH:25][C:24]([O:28][CH2:31][C:32]([O:34][CH3:35])=[O:33])=[CH:23][CH:22]=3)=[O:18])[CH2:15][CH2:16]1)([CH3:4])([CH3:2])[CH3:3], predict the reactants needed to synthesize it. The reactants are: [C:1]([C:5]1[CH:10]=[CH:9][CH:8]=[CH:7][C:6]=1[N:11]1[CH2:16][CH2:15][N:14]([C:17]([C:19]2[N:20]([CH3:29])[C:21]3[C:26]([CH:27]=2)=[CH:25][C:24]([OH:28])=[CH:23][CH:22]=3)=[O:18])[CH2:13][CH2:12]1)([CH3:4])([CH3:3])[CH3:2].Br[CH2:31][C:32]([O:34][CH3:35])=[O:33].C(=O)([O-])[O-].[K+].[K+].CN(C)C=O. (5) Given the product [CH3:3][O:4][CH2:5][O:6][CH:7]([C:9]1[CH:10]=[CH:11][C:12]([CH2:15][CH2:16][O:17][C:18]2[CH:31]=[CH:30][C:21]([CH2:22][CH:23]3[S:27][C:26](=[O:28])[NH:25][C:24]3=[O:29])=[CH:20][CH:19]=2)=[N:13][CH:14]=1)[CH3:8], predict the reactants needed to synthesize it. The reactants are: [BH4-].[Na+].[CH3:3][O:4][CH2:5][O:6][CH:7]([C:9]1[CH:10]=[CH:11][C:12]([CH2:15][CH2:16][O:17][C:18]2[CH:31]=[CH:30][C:21]([CH:22]=[C:23]3[S:27][C:26](=[O:28])[NH:25][C:24]3=[O:29])=[CH:20][CH:19]=2)=[N:13][CH:14]=1)[CH3:8].CC(=NO)C(C)=NO.O1CCCC1. (6) Given the product [CH3:1][O:2][C:3]1[CH:8]=[CH:7][C:6]([C:9]2[C:14]([CH3:15])=[C:13]([C:16]([F:19])([F:17])[F:18])[N:12]3[N:20]=[CH:21][C:22]([C:23]([N:65]4[CH2:64][CH2:63][N:62]([C:66]([O:68][C:69]([CH3:72])([CH3:71])[CH3:70])=[O:67])[CH2:61][C@H:60]4[CH3:59])=[O:24])=[C:11]3[N:10]=2)=[CH:5][CH:4]=1, predict the reactants needed to synthesize it. The reactants are: [CH3:1][O:2][C:3]1[CH:8]=[CH:7][C:6]([C:9]2[C:14]([CH3:15])=[C:13]([C:16]([F:19])([F:18])[F:17])[N:12]3[N:20]=[CH:21][C:22]([C:23](O)=[O:24])=[C:11]3[N:10]=2)=[CH:5][CH:4]=1.CN(C(ON1N=NC2C=CC=NC1=2)=[N+](C)C)C.F[P-](F)(F)(F)(F)F.CCN(C(C)C)C(C)C.[CH3:59][C@H:60]1[NH:65][CH2:64][CH2:63][N:62]([C:66]([O:68][C:69]([CH3:72])([CH3:71])[CH3:70])=[O:67])[CH2:61]1.